This data is from Peptide-MHC class I binding affinity with 185,985 pairs from IEDB/IMGT. The task is: Regression. Given a peptide amino acid sequence and an MHC pseudo amino acid sequence, predict their binding affinity value. This is MHC class I binding data. (1) The peptide sequence is YTGAMTSKF. The MHC is HLA-B44:02 with pseudo-sequence HLA-B44:02. The binding affinity (normalized) is 0.213. (2) The peptide sequence is TSKLNHHFP. The binding affinity (normalized) is 0.0847. The MHC is HLA-B57:01 with pseudo-sequence HLA-B57:01. (3) The peptide sequence is LNDTIHLHQ. The MHC is HLA-A24:02 with pseudo-sequence HLA-A24:02. The binding affinity (normalized) is 0.0357. (4) The peptide sequence is DSSQGSEYDY. The MHC is HLA-A23:01 with pseudo-sequence HLA-A23:01. The binding affinity (normalized) is 0. (5) The peptide sequence is KSLDNYQEW. The MHC is HLA-A69:01 with pseudo-sequence HLA-A69:01. The binding affinity (normalized) is 0.0847. (6) The binding affinity (normalized) is 0.0847. The MHC is HLA-A03:01 with pseudo-sequence HLA-A03:01. The peptide sequence is QVQMLINTY. (7) The peptide sequence is SEWGWRIPF. The MHC is HLA-B18:01 with pseudo-sequence HLA-B18:01. The binding affinity (normalized) is 1.00.